Dataset: NCI-60 drug combinations with 297,098 pairs across 59 cell lines. Task: Regression. Given two drug SMILES strings and cell line genomic features, predict the synergy score measuring deviation from expected non-interaction effect. Drug 1: CC1(CCCN1)C2=NC3=C(C=CC=C3N2)C(=O)N. Drug 2: CCC1=C2N=C(C=C(N2N=C1)NCC3=C[N+](=CC=C3)[O-])N4CCCCC4CCO. Cell line: OVCAR3. Synergy scores: CSS=47.2, Synergy_ZIP=3.78, Synergy_Bliss=6.64, Synergy_Loewe=-19.5, Synergy_HSA=6.15.